From a dataset of NCI-60 drug combinations with 297,098 pairs across 59 cell lines. Regression. Given two drug SMILES strings and cell line genomic features, predict the synergy score measuring deviation from expected non-interaction effect. (1) Drug 1: CC12CCC(CC1=CCC3C2CCC4(C3CC=C4C5=CN=CC=C5)C)O. Drug 2: CC1OCC2C(O1)C(C(C(O2)OC3C4COC(=O)C4C(C5=CC6=C(C=C35)OCO6)C7=CC(=C(C(=C7)OC)O)OC)O)O. Cell line: MALME-3M. Synergy scores: CSS=17.0, Synergy_ZIP=-3.45, Synergy_Bliss=5.46, Synergy_Loewe=-3.48, Synergy_HSA=5.46. (2) Drug 1: CCCS(=O)(=O)NC1=C(C(=C(C=C1)F)C(=O)C2=CNC3=C2C=C(C=N3)C4=CC=C(C=C4)Cl)F. Drug 2: C(CCl)NC(=O)N(CCCl)N=O. Cell line: PC-3. Synergy scores: CSS=2.01, Synergy_ZIP=-0.570, Synergy_Bliss=0.732, Synergy_Loewe=-0.643, Synergy_HSA=-0.643. (3) Drug 1: C1=CC(=C2C(=C1NCCNCCO)C(=O)C3=C(C=CC(=C3C2=O)O)O)NCCNCCO. Drug 2: CC1CCC2CC(C(=CC=CC=CC(CC(C(=O)C(C(C(=CC(C(=O)CC(OC(=O)C3CCCCN3C(=O)C(=O)C1(O2)O)C(C)CC4CCC(C(C4)OC)O)C)C)O)OC)C)C)C)OC. Cell line: RXF 393. Synergy scores: CSS=29.0, Synergy_ZIP=-10.9, Synergy_Bliss=-9.01, Synergy_Loewe=0.223, Synergy_HSA=1.14. (4) Drug 1: CC1=C2C(C(=O)C3(C(CC4C(C3C(C(C2(C)C)(CC1OC(=O)C(C(C5=CC=CC=C5)NC(=O)OC(C)(C)C)O)O)OC(=O)C6=CC=CC=C6)(CO4)OC(=O)C)OC)C)OC. Drug 2: CC1=C2C(C(=O)C3(C(CC4C(C3C(C(C2(C)C)(CC1OC(=O)C(C(C5=CC=CC=C5)NC(=O)C6=CC=CC=C6)O)O)OC(=O)C7=CC=CC=C7)(CO4)OC(=O)C)O)C)OC(=O)C. Cell line: SF-539. Synergy scores: CSS=68.1, Synergy_ZIP=4.15, Synergy_Bliss=3.96, Synergy_Loewe=5.94, Synergy_HSA=8.78. (5) Drug 1: C1=CC(=CC=C1CCC2=CNC3=C2C(=O)NC(=N3)N)C(=O)NC(CCC(=O)O)C(=O)O. Drug 2: C1=CN(C(=O)N=C1N)C2C(C(C(O2)CO)O)O.Cl. Cell line: EKVX. Synergy scores: CSS=27.2, Synergy_ZIP=-6.46, Synergy_Bliss=-0.970, Synergy_Loewe=-1.97, Synergy_HSA=-2.40. (6) Drug 2: CC12CCC3C(C1CCC2OP(=O)(O)O)CCC4=C3C=CC(=C4)OC(=O)N(CCCl)CCCl.[Na+]. Drug 1: CC(C1=C(C=CC(=C1Cl)F)Cl)OC2=C(N=CC(=C2)C3=CN(N=C3)C4CCNCC4)N. Cell line: OVCAR-4. Synergy scores: CSS=-9.96, Synergy_ZIP=-0.0640, Synergy_Bliss=-10.0, Synergy_Loewe=-11.0, Synergy_HSA=-11.6. (7) Drug 1: CCC(=C(C1=CC=CC=C1)C2=CC=C(C=C2)OCCN(C)C)C3=CC=CC=C3.C(C(=O)O)C(CC(=O)O)(C(=O)O)O. Drug 2: C1CNP(=O)(OC1)N(CCCl)CCCl. Cell line: SR. Synergy scores: CSS=-0.621, Synergy_ZIP=-0.670, Synergy_Bliss=-3.40, Synergy_Loewe=-4.08, Synergy_HSA=-3.85. (8) Synergy scores: CSS=21.0, Synergy_ZIP=-0.702, Synergy_Bliss=-2.04, Synergy_Loewe=-21.6, Synergy_HSA=-2.67. Drug 1: CCCCCOC(=O)NC1=NC(=O)N(C=C1F)C2C(C(C(O2)C)O)O. Cell line: HCT116. Drug 2: C1C(C(OC1N2C=NC(=NC2=O)N)CO)O.